The task is: Predict the product of the given reaction.. This data is from Forward reaction prediction with 1.9M reactions from USPTO patents (1976-2016). (1) Given the reactants [ClH:1].Cl.CN[C@@H]1CCCN([CH2:11][CH:12]([C:24]2([OH:30])[CH2:29][CH2:28][CH2:27][CH2:26][CH2:25]2)[C:13]2[CH:18]=[CH:17][CH:16]=[C:15]([O:19][C:20]([F:23])([F:22])[F:21])[CH:14]=2)C1.OC1(C(C2C=CC=C(OC(F)(F)F)C=2)C([N:41]2[CH2:46][CH2:45][CH2:44][C@@H:43]([NH:47][C:48](=O)OC(C)(C)C)[CH2:42]2)=O)CCCCC1, predict the reaction product. The product is: [ClH:1].[ClH:1].[CH3:48][NH:47][C@@H:43]1[CH2:44][CH2:45][CH2:46][N:41]([CH:25]2[CH2:26][CH2:27][CH2:28][CH2:29][C:24]2([CH:12]([C:13]2[CH:18]=[CH:17][CH:16]=[C:15]([O:19][C:20]([F:22])([F:21])[F:23])[CH:14]=2)[CH3:11])[OH:30])[CH2:42]1. (2) Given the reactants [C:1]([C:3]1[CH:27]=[CH:26][C:6]([O:7][C:8]2[N:16]=[C:15]([O:17][C:18]3[CH:23]=[CH:22][C:21]([C:24]#[N:25])=[CH:20][CH:19]=3)[CH:14]=[CH:13][C:9]=2[C:10](O)=[O:11])=[CH:5][CH:4]=1)#[N:2].[C:28]([O:32][C:33]([N:35]1[CH2:40][CH2:39][NH:38][CH2:37][CH2:36]1)=[O:34])([CH3:31])([CH3:30])[CH3:29], predict the reaction product. The product is: [C:28]([O:32][C:33]([N:35]1[CH2:40][CH2:39][N:38]([C:10]([C:9]2[C:8]([O:7][C:6]3[CH:5]=[CH:4][C:3]([C:1]#[N:2])=[CH:27][CH:26]=3)=[N:16][C:15]([O:17][C:18]3[CH:19]=[CH:20][C:21]([C:24]#[N:25])=[CH:22][CH:23]=3)=[CH:14][CH:13]=2)=[O:11])[CH2:37][CH2:36]1)=[O:34])([CH3:31])([CH3:29])[CH3:30]. (3) Given the reactants [C:1]([N:5]1[CH2:10][CH2:9][N:8]([C:11](OC(C)(C)C)=[O:12])[C@@H:7]([C:18]([N:20]2[CH2:25][CH2:24][NH:23][CH2:22][CH2:21]2)=[O:19])[CH2:6]1)([CH3:4])([CH3:3])[CH3:2].[F:26][C:27]([F:48])([O:31][C:32]1[CH:33]=[C:34]([NH:38][C:39](=O)[O:40]C2C=CC=CC=2)[CH:35]=[CH:36][CH:37]=1)[CH:28]([F:30])[F:29], predict the reaction product. The product is: [NH3:5].[CH3:11][OH:12].[C:1]([N:5]1[CH2:10][CH2:9][NH:8][C@@H:7]([C:18]([N:20]2[CH2:21][CH2:22][N:23]([C:39]([NH:38][C:34]3[CH:35]=[CH:36][CH:37]=[C:32]([O:31][C:27]([F:26])([F:48])[CH:28]([F:30])[F:29])[CH:33]=3)=[O:40])[CH2:24][CH2:25]2)=[O:19])[CH2:6]1)([CH3:4])([CH3:3])[CH3:2]. (4) Given the reactants [CH2:1]([C:5]1[N:9]([CH2:10][C:11]2[CH:16]=[CH:15][C:14]([C:17]3[C:18]([C:23]#[N:24])=[CH:19][CH:20]=[CH:21][CH:22]=3)=[CH:13][CH:12]=2)[C:8](=[O:25])[NH:7][N:6]=1)[CH2:2][CH2:3][CH3:4].CN(C)C=O.[H-].[Na+].Br[CH:34]([CH2:36][CH3:37])[CH3:35], predict the reaction product. The product is: [CH2:1]([C:5]1[N:9]([CH2:10][C:11]2[CH:16]=[CH:15][C:14]([C:17]3[C:18]([C:23]#[N:24])=[CH:19][CH:20]=[CH:21][CH:22]=3)=[CH:13][CH:12]=2)[C:8](=[O:25])[N:7]([CH:34]([CH2:36][CH3:37])[CH3:35])[N:6]=1)[CH2:2][CH2:3][CH3:4].